From a dataset of Full USPTO retrosynthesis dataset with 1.9M reactions from patents (1976-2016). Predict the reactants needed to synthesize the given product. (1) Given the product [CH3:21][N:18]1[CH2:19][CH2:20][N:15]([C:13]2[CH:12]=[CH:11][C:3]([C:4]([O:6][C:7]([CH3:10])([CH3:9])[CH3:8])=[O:5])=[C:2]([NH:1][CH:26]3[CH2:27][CH2:28][N:23]([CH3:22])[CH2:24][CH2:25]3)[CH:14]=2)[CH2:16][CH2:17]1, predict the reactants needed to synthesize it. The reactants are: [NH2:1][C:2]1[CH:14]=[C:13]([N:15]2[CH2:20][CH2:19][N:18]([CH3:21])[CH2:17][CH2:16]2)[CH:12]=[CH:11][C:3]=1[C:4]([O:6][C:7]([CH3:10])([CH3:9])[CH3:8])=[O:5].[CH3:22][N:23]1[CH2:28][CH2:27][CH2:26][CH2:25][C:24]1=O.FC(F)(F)C(O)=O.C(O[BH-](OC(=O)C)OC(=O)C)(=O)C.[Na+].C([O-])(O)=O.[Na+]. (2) Given the product [NH2:14][CH2:15][CH2:16][NH:17][C:18]([CH:20]1[CH2:25][CH2:24][CH2:23][N:22]([C:26]2[CH:31]=[C:30]([C:32]3[CH:37]=[CH:36][CH:35]=[CH:34][C:33]=3[OH:38])[N:29]=[C:28]([NH:39][C:40]([C:42]3[O:43][CH:44]=[CH:45][CH:46]=3)=[O:41])[C:27]=2[C:47]#[N:48])[CH2:21]1)=[O:19], predict the reactants needed to synthesize it. The reactants are: C(OCC)(=O)C.Cl.C(OC(=O)[NH:14][CH2:15][CH2:16][NH:17][C:18]([CH:20]1[CH2:25][CH2:24][CH2:23][N:22]([C:26]2[CH:31]=[C:30]([C:32]3[CH:37]=[CH:36][CH:35]=[CH:34][C:33]=3[OH:38])[N:29]=[C:28]([NH:39][C:40]([C:42]3[O:43][CH:44]=[CH:45][CH:46]=3)=[O:41])[C:27]=2[C:47]#[N:48])[CH2:21]1)=[O:19])(C)(C)C.